The task is: Regression/Classification. Given a drug SMILES string, predict its absorption, distribution, metabolism, or excretion properties. Task type varies by dataset: regression for continuous measurements (e.g., permeability, clearance, half-life) or binary classification for categorical outcomes (e.g., BBB penetration, CYP inhibition). Dataset: cyp2c19_veith.. This data is from CYP2C19 inhibition data for predicting drug metabolism from PubChem BioAssay. (1) The drug is CCCn1nc2cc(C(=O)NCCc3ccc(C)cc3)ccc2c1OCC. The result is 1 (inhibitor). (2) The drug is CN(C)C(=O)CN(c1ccc2c(c1)OCO2)S(C)(=O)=O. The result is 0 (non-inhibitor).